Dataset: Reaction yield outcomes from USPTO patents with 853,638 reactions. Task: Predict the reaction yield, written as a fraction of the theoretical maximum amount of product (1.0 means a 100% yield; for example, 0.34 means a 34% yield). (1) The reactants are [NH2:1][C:2]1[N:7]=[CH:6][N:5]=[C:4]2[N:8]([CH2:12][C@H:13]3[CH2:17][CH2:16][CH2:15][N:14]3[C:18]([O:20][C:21]([CH3:24])([CH3:23])[CH3:22])=[O:19])[N:9]=[C:10](I)[C:3]=12.[F:25][C:26]1[C:47]([F:48])=[CH:46][CH:45]=[CH:44][C:27]=1[O:28][C:29]1[CH:34]=[CH:33][C:32](B2OC(C)(C)C(C)(C)O2)=[CH:31][CH:30]=1.C(=O)([O-])[O-].[Na+].[Na+]. The catalyst is O1CCOCC1.O. The product is [NH2:1][C:2]1[N:7]=[CH:6][N:5]=[C:4]2[N:8]([CH2:12][C@H:13]3[CH2:17][CH2:16][CH2:15][N:14]3[C:18]([O:20][C:21]([CH3:24])([CH3:23])[CH3:22])=[O:19])[N:9]=[C:10]([C:32]3[CH:31]=[CH:30][C:29]([O:28][C:27]4[CH:44]=[CH:45][CH:46]=[C:47]([F:48])[C:26]=4[F:25])=[CH:34][CH:33]=3)[C:3]=12. The yield is 0.710. (2) The reactants are [CH2:1]([O:8][C:9]1[C:10]([O:26][Si:27]([C:30]([CH3:33])([CH3:32])[CH3:31])([CH3:29])[CH3:28])=[C:11]([O:18][Si:19]([C:22]([CH3:25])([CH3:24])[CH3:23])([CH3:21])[CH3:20])[CH:12]=[C:13]([CH:17]=1)[C:14](O)=[O:15])[C:2]1[CH:7]=[CH:6][CH:5]=[CH:4][CH:3]=1.[H-].[Na+].C(Cl)(=O)C([Cl:39])=O. The catalyst is C1C=CC=CC=1. The product is [CH2:1]([O:8][C:9]1[C:10]([O:26][Si:27]([C:30]([CH3:33])([CH3:32])[CH3:31])([CH3:29])[CH3:28])=[C:11]([O:18][Si:19]([C:22]([CH3:25])([CH3:24])[CH3:23])([CH3:21])[CH3:20])[CH:12]=[C:13]([CH:17]=1)[C:14]([Cl:39])=[O:15])[C:2]1[CH:7]=[CH:6][CH:5]=[CH:4][CH:3]=1. The yield is 0.910. (3) The reactants are Cl.[NH2:2][CH2:3][CH2:4][CH2:5][N:6]1[C:15]2[CH:14]=[CH:13][C:12]([Cl:16])=[CH:11][C:10]=2[C:9]2=[N:17][NH:18][C:19]([CH3:20])=[C:8]2[C:7]1=[O:21].C[Si]([N-][Si](C)(C)C)(C)C.[Na+].[C:32](OC(=O)C)(=[O:34])[CH3:33].O. The catalyst is C1COCC1. The product is [Cl:16][C:12]1[CH:13]=[CH:14][C:15]2[N:6]([CH2:5][CH2:4][CH2:3][NH:2][C:32](=[O:34])[CH3:33])[C:7](=[O:21])[C:8]3=[C:19]([CH3:20])[NH:18][N:17]=[C:9]3[C:10]=2[CH:11]=1. The yield is 0.270. (4) The reactants are C(OC([N:8]1[CH2:13][CH2:12][N:11]([CH2:14][C:15]2[N:20]=[C:19]3[N:21]=[C:22]([C:24]4[CH:29]=[CH:28][CH:27]=[C:26]([NH:30][C:31](=[O:41])[C:32]5[CH:37]=[CH:36][CH:35]=[C:34]([N:38]([CH3:40])[CH3:39])[CH:33]=5)[CH:25]=4)[O:23][C:18]3=[CH:17][CH:16]=2)[CH2:10][CH2:9]1)=O)(C)(C)C. The catalyst is C(O)(C(F)(F)F)=O.C(Cl)Cl. The product is [CH3:39][N:38]([CH3:40])[C:34]1[CH:33]=[C:32]([CH:37]=[CH:36][CH:35]=1)[C:31]([NH:30][C:26]1[CH:27]=[CH:28][CH:29]=[C:24]([C:22]2[O:23][C:18]3[C:19]([N:21]=2)=[N:20][C:15]([CH2:14][N:11]2[CH2:10][CH2:9][NH:8][CH2:13][CH2:12]2)=[CH:16][CH:17]=3)[CH:25]=1)=[O:41]. The yield is 1.00. (5) The reactants are [C:1]([C:3]1[CH:8]=[CH:7][C:6]([CH2:9][C:10]([OH:12])=[O:11])=[CH:5][CH:4]=1)#[N:2]. The catalyst is O.N.[Ni]. The product is [NH2:2][CH2:1][C:3]1[CH:8]=[CH:7][C:6]([CH2:9][C:10]([OH:12])=[O:11])=[CH:5][CH:4]=1. The yield is 1.00.